The task is: Predict the product of the given reaction.. This data is from Forward reaction prediction with 1.9M reactions from USPTO patents (1976-2016). (1) Given the reactants [N+:1]([C:4]1[CH:5]=[CH:6][CH:7]=[C:8](/[C:10](=[N:14]/[S@@:15]([C:17]([CH3:20])([CH3:19])[CH3:18])=[O:16])/[CH2:11][CH2:12][CH3:13])[CH:9]=1)([O-:3])=[O:2].[C:21]([O:24][CH3:25])(=[O:23])[CH3:22], predict the reaction product. The product is: [CH3:25][O:24][C:21](=[O:23])[CH2:22][C@:10]([NH:14][S@@:15]([C:17]([CH3:19])([CH3:18])[CH3:20])=[O:16])([C:8]1[CH:7]=[CH:6][CH:5]=[C:4]([N+:1]([O-:3])=[O:2])[CH:9]=1)[CH2:11][CH2:12][CH3:13]. (2) Given the reactants [Cl:1][C:2]1[N:19]=[CH:18][C:17]([Cl:20])=[CH:16][C:3]=1[C:4]([NH:6][C:7]([CH3:15])([C:9]1[CH:14]=[CH:13][CH:12]=[CH:11][CH:10]=1)[CH3:8])=[O:5].CN([CH:24]=[O:25])C, predict the reaction product. The product is: [Cl:1][C:2]1[C:3]2[C:4](=[O:5])[N:6]([C:7]([CH3:15])([C:9]3[CH:14]=[CH:13][CH:12]=[CH:11][CH:10]=3)[CH3:8])[CH:24]([OH:25])[C:16]=2[C:17]([Cl:20])=[CH:18][N:19]=1. (3) Given the reactants [N+:1]([C:4]1[C:13]2[C:8](=[CH:9][CH:10]=[CH:11][CH:12]=2)[C:7]([O:14][C@@H:15]2[CH2:19][CH2:18][N:17]([C:20]([O:22][C:23]([CH3:26])([CH3:25])[CH3:24])=[O:21])[CH2:16]2)=[CH:6][CH:5]=1)([O-])=O.[Cl:27][C:28]1[CH:33]=[CH:32][C:31]([S:34](Cl)(=[O:36])=[O:35])=[CH:30][CH:29]=1, predict the reaction product. The product is: [Cl:27][C:28]1[CH:33]=[CH:32][C:31]([S:34]([NH:1][C:4]2[C:13]3[C:8](=[CH:9][CH:10]=[CH:11][CH:12]=3)[C:7]([O:14][C@@H:15]3[CH2:19][CH2:18][N:17]([C:20]([O:22][C:23]([CH3:26])([CH3:25])[CH3:24])=[O:21])[CH2:16]3)=[CH:6][CH:5]=2)(=[O:36])=[O:35])=[CH:30][CH:29]=1. (4) Given the reactants [C:1]([O:9][C@H:10]1[C@@H:14]([O:15][C:16](=[O:23])[C:17]2[CH:22]=[CH:21][CH:20]=[CH:19][CH:18]=2)[C@H:13]([C:24]#[N:25])[O:12][C@@H:11]1[CH2:26][O:27][C:28](=[O:35])[C:29]1[CH:34]=[CH:33][CH:32]=[CH:31][CH:30]=1)(=[O:8])[C:2]1[CH:7]=[CH:6][CH:5]=[CH:4][CH:3]=1.[Br:36]N1C(=O)CCC1=O, predict the reaction product. The product is: [C:16]([O:15][C@@H:14]1[C@H:10]([O:9][C:1](=[O:8])[C:2]2[CH:7]=[CH:6][CH:5]=[CH:4][CH:3]=2)[C@@H:11]([CH2:26][O:27][C:28](=[O:35])[C:29]2[CH:30]=[CH:31][CH:32]=[CH:33][CH:34]=2)[O:12][C@:13]1([Br:36])[C:24]#[N:25])(=[O:23])[C:17]1[CH:22]=[CH:21][CH:20]=[CH:19][CH:18]=1. (5) Given the reactants [C:1]([O:5][C:6](=[O:19])[CH2:7][C@@H:8]([CH2:17][NH2:18])[CH2:9][C@H:10]([CH3:16])[CH2:11][CH2:12][CH2:13][CH2:14][CH3:15])([CH3:4])([CH3:3])[CH3:2].C(OC(=O)C[C@@H](CN=[N+]=[N-])C[C@@H](C)CCCCC)(C)(C)C, predict the reaction product. The product is: [C:1]([O:5][C:6](=[O:19])[CH2:7][C@@H:8]([CH2:17][NH2:18])[CH2:9][C@@H:10]([CH3:16])[CH2:11][CH2:12][CH2:13][CH2:14][CH3:15])([CH3:2])([CH3:4])[CH3:3]. (6) Given the reactants Br[C:2]1[CH:3]=[C:4]([N:8]2[C:12]3=[N:13][CH:14]=[N:15][CH:16]=[C:11]3[C:10]([C:17]([O:19][CH2:20][CH3:21])=[O:18])=[N:9]2)[CH:5]=[CH:6][CH:7]=1.[C:22]([C@:24]1([OH:31])[CH2:28][CH2:27][N:26]([CH3:29])[C:25]1=[O:30])#[CH:23], predict the reaction product. The product is: [OH:31][C@@:24]1([C:22]#[C:23][C:2]2[CH:3]=[C:4]([N:8]3[C:12]4=[N:13][CH:14]=[N:15][CH:16]=[C:11]4[C:10]([C:17]([O:19][CH2:20][CH3:21])=[O:18])=[N:9]3)[CH:5]=[CH:6][CH:7]=2)[CH2:28][CH2:27][N:26]([CH3:29])[C:25]1=[O:30]. (7) Given the reactants Cl[C:2]1C=CC=C2[C:3]=1C=C(OC(C)C)N=C2F.[Cl:17][C:18]1[C:27]2[C:22](=[CH:23][C:24]([O:28][CH3:29])=[CH:25][CH:26]=2)[CH:21]=[C:20]([OH:30])[N:19]=1.ICC, predict the reaction product. The product is: [Cl:17][C:18]1[C:27]2[C:22](=[CH:23][C:24]([O:28][CH3:29])=[CH:25][CH:26]=2)[CH:21]=[C:20]([O:30][CH2:2][CH3:3])[N:19]=1. (8) Given the reactants Cl.[NH2:2][CH2:3][C:4]([NH2:6])=[O:5].O.[OH-].[Na+].O=[C:11]([C:14]1[CH:19]=[CH:18][CH:17]=[CH:16][CH:15]=1)[CH:12]=O, predict the reaction product. The product is: [C:14]1([C:11]2[N:2]=[CH:3][C:4](=[O:5])[NH:6][CH:12]=2)[CH:19]=[CH:18][CH:17]=[CH:16][CH:15]=1.